This data is from Full USPTO retrosynthesis dataset with 1.9M reactions from patents (1976-2016). The task is: Predict the reactants needed to synthesize the given product. The reactants are: Cl[C:2]1[C:3]([N+:11]([O-:13])=[O:12])=[C:4]([CH:8]=[CH:9][CH:10]=1)[C:5]([OH:7])=[O:6].[NH:14]1[CH2:19][CH2:18][O:17][CH2:16][CH2:15]1.Cl. Given the product [O:17]1[CH2:18][CH2:19][N:14]([C:2]2[C:3]([N+:11]([O-:13])=[O:12])=[C:4]([CH:8]=[CH:9][CH:10]=2)[C:5]([OH:7])=[O:6])[CH2:15][CH2:16]1, predict the reactants needed to synthesize it.